This data is from Forward reaction prediction with 1.9M reactions from USPTO patents (1976-2016). The task is: Predict the product of the given reaction. (1) Given the reactants O.[NH2:2][NH2:3].[C:4]([C:12]1[CH:21]=[C:20]([F:22])[CH:19]=[CH:18][C:13]=1[C:14](OC)=[O:15])(=O)[C:5]1[CH:10]=[CH:9][CH:8]=[CH:7][CH:6]=1, predict the reaction product. The product is: [F:22][C:20]1[CH:21]=[C:12]2[C:13](=[CH:18][CH:19]=1)[C:14](=[O:15])[NH:3][N:2]=[C:4]2[C:5]1[CH:10]=[CH:9][CH:8]=[CH:7][CH:6]=1. (2) The product is: [C:1]([C:3]1[CH:4]=[C:5]([C:13]2[S:14][C:15]([C:18]3[C:19]([CH2:34][CH3:35])=[C:20]([CH2:24][CH2:25][N:26]([CH3:29])[CH2:27][C:38]([OH:41])=[O:36])[CH:21]=[CH:22][CH:23]=3)=[CH:16][N:17]=2)[CH:6]=[CH:7][C:8]=1[O:9][CH:10]([CH3:12])[CH3:11])#[N:2]. Given the reactants [C:1]([C:3]1[CH:4]=[C:5]([C:13]2[S:14][C:15]([C:18]3[C:19]([CH2:34][CH3:35])=[C:20]([CH2:24][CH2:25][N:26]4[CH2:29]C(C(OC)=O)[CH2:27]4)[CH:21]=[CH:22][CH:23]=3)=[CH:16][N:17]=2)[CH:6]=[CH:7][C:8]=1[O:9][CH:10]([CH3:12])[CH3:11])#[N:2].[OH-:36].[Na+].[CH:38]([OH:41])(C)C, predict the reaction product. (3) Given the reactants [ClH:1].[CH3:2][N:3]1[CH2:8][CH2:7][CH:6]([N:9]2[CH2:14][CH2:13][N:12]([C:15](=[O:32])[CH2:16][O:17][CH2:18][CH:19]3[CH2:24][CH2:23][CH2:22][CH2:21][N:20]3C(OC(C)(C)C)=O)[CH2:11][CH2:10]2)[CH2:5][CH2:4]1, predict the reaction product. The product is: [ClH:1].[ClH:1].[ClH:1].[CH3:2][N:3]1[CH2:4][CH2:5][CH:6]([N:9]2[CH2:14][CH2:13][N:12]([C:15](=[O:32])[CH2:16][O:17][CH2:18][CH:19]3[CH2:24][CH2:23][CH2:22][CH2:21][NH:20]3)[CH2:11][CH2:10]2)[CH2:7][CH2:8]1. (4) Given the reactants C[O:2][C:3]([C:5]1[C:6](Cl)=[N:7][C:8]2[C:13]([C:14]=1[C:15]1[CH:20]=[CH:19][CH:18]=[CH:17][CH:16]=1)=[CH:12][C:11]([Cl:21])=[CH:10][C:9]=2[Cl:22])=[O:4].[CH:24]([NH:27][CH3:28])([CH3:26])[CH3:25], predict the reaction product. The product is: [Cl:21][C:11]1[CH:12]=[C:13]2[C:8](=[C:9]([Cl:22])[CH:10]=1)[N:7]=[C:6]([N:27]([CH:24]([CH3:26])[CH3:25])[CH3:28])[C:5]([C:3]([OH:2])=[O:4])=[C:14]2[C:15]1[CH:20]=[CH:19][CH:18]=[CH:17][CH:16]=1. (5) The product is: [F:26][C:23]1[CH:24]=[CH:25][C:20]([CH2:19][CH2:1][CH2:2][OH:3])=[CH:21][CH:22]=1. Given the reactants [CH3:1][CH2:2][O-:3].[Na+].C(OC(=O)CC(NC1C(C(OCC)=O)=NC=C([CH2:19][C:20]2[CH:25]=[CH:24][C:23]([F:26])=[CH:22][CH:21]=2)C=1)=O)C.Cl, predict the reaction product. (6) Given the reactants [Cl:1][C:2]1[CH:7]=[CH:6][CH:5]=[CH:4][C:3]=1[NH:8][NH2:9].[C:10]1([C:16](=O)[C:17]([C:19]2[CH:24]=[CH:23][CH:22]=[CH:21][CH:20]=2)=[O:18])[CH:15]=[CH:14][CH:13]=[CH:12][CH:11]=1, predict the reaction product. The product is: [Cl:1][C:2]1[CH:7]=[CH:6][CH:5]=[CH:4][C:3]=1[NH:8][N:9]=[C:16]([C:10]1[CH:15]=[CH:14][CH:13]=[CH:12][CH:11]=1)[C:17]([C:19]1[CH:24]=[CH:23][CH:22]=[CH:21][CH:20]=1)=[O:18].